Task: Regression. Given two drug SMILES strings and cell line genomic features, predict the synergy score measuring deviation from expected non-interaction effect.. Dataset: NCI-60 drug combinations with 297,098 pairs across 59 cell lines (1) Drug 2: C#CCC(CC1=CN=C2C(=N1)C(=NC(=N2)N)N)C3=CC=C(C=C3)C(=O)NC(CCC(=O)O)C(=O)O. Drug 1: C1CN1C2=NC(=NC(=N2)N3CC3)N4CC4. Synergy scores: CSS=13.9, Synergy_ZIP=-4.27, Synergy_Bliss=-4.47, Synergy_Loewe=-2.78, Synergy_HSA=-3.86. Cell line: MDA-MB-435. (2) Drug 1: CC12CCC(CC1=CCC3C2CCC4(C3CC=C4C5=CN=CC=C5)C)O. Drug 2: C1=NC2=C(N=C(N=C2N1C3C(C(C(O3)CO)O)O)F)N. Cell line: ACHN. Synergy scores: CSS=2.44, Synergy_ZIP=-1.14, Synergy_Bliss=-1.71, Synergy_Loewe=-5.61, Synergy_HSA=-2.97. (3) Drug 1: CN1C2=C(C=C(C=C2)N(CCCl)CCCl)N=C1CCCC(=O)O.Cl. Drug 2: COC1=NC(=NC2=C1N=CN2C3C(C(C(O3)CO)O)O)N. Cell line: SF-268. Synergy scores: CSS=-0.619, Synergy_ZIP=-0.862, Synergy_Bliss=-3.24, Synergy_Loewe=-0.926, Synergy_HSA=-3.02. (4) Drug 1: C1CCC(CC1)NC(=O)N(CCCl)N=O. Drug 2: C#CCC(CC1=CN=C2C(=N1)C(=NC(=N2)N)N)C3=CC=C(C=C3)C(=O)NC(CCC(=O)O)C(=O)O. Cell line: CAKI-1. Synergy scores: CSS=24.0, Synergy_ZIP=-8.10, Synergy_Bliss=-2.90, Synergy_Loewe=-1.52, Synergy_HSA=-2.03. (5) Drug 1: CC1C(C(=O)NC(C(=O)N2CCCC2C(=O)N(CC(=O)N(C(C(=O)O1)C(C)C)C)C)C(C)C)NC(=O)C3=C4C(=C(C=C3)C)OC5=C(C(=O)C(=C(C5=N4)C(=O)NC6C(OC(=O)C(N(C(=O)CN(C(=O)C7CCCN7C(=O)C(NC6=O)C(C)C)C)C)C(C)C)C)N)C. Drug 2: C1=CC=C(C=C1)NC(=O)CCCCCCC(=O)NO. Cell line: RPMI-8226. Synergy scores: CSS=41.8, Synergy_ZIP=0.733, Synergy_Bliss=-0.908, Synergy_Loewe=-2.57, Synergy_HSA=0.644. (6) Drug 1: COC1=C(C=C2C(=C1)N=CN=C2NC3=CC(=C(C=C3)F)Cl)OCCCN4CCOCC4. Drug 2: CC(C)NC(=O)C1=CC=C(C=C1)CNNC.Cl. Cell line: SR. Synergy scores: CSS=25.8, Synergy_ZIP=1.93, Synergy_Bliss=4.30, Synergy_Loewe=-5.72, Synergy_HSA=4.64. (7) Drug 2: C1CC(=O)NC(=O)C1N2C(=O)C3=CC=CC=C3C2=O. Cell line: SF-295. Synergy scores: CSS=40.8, Synergy_ZIP=7.80, Synergy_Bliss=8.38, Synergy_Loewe=-6.93, Synergy_HSA=8.56. Drug 1: C1=NC2=C(N1)C(=S)N=C(N2)N. (8) Cell line: HS 578T. Drug 1: C(=O)(N)NO. Synergy scores: CSS=34.6, Synergy_ZIP=-0.265, Synergy_Bliss=-1.80, Synergy_Loewe=-60.3, Synergy_HSA=-1.92. Drug 2: B(C(CC(C)C)NC(=O)C(CC1=CC=CC=C1)NC(=O)C2=NC=CN=C2)(O)O. (9) Drug 1: CC1=C(C(=CC=C1)Cl)NC(=O)C2=CN=C(S2)NC3=CC(=NC(=N3)C)N4CCN(CC4)CCO. Synergy scores: CSS=10.9, Synergy_ZIP=-6.20, Synergy_Bliss=-1.18, Synergy_Loewe=-0.394, Synergy_HSA=0.324. Drug 2: C1C(C(OC1N2C=NC(=NC2=O)N)CO)O. Cell line: UO-31. (10) Drug 1: C1C(C(OC1N2C=C(C(=O)NC2=O)F)CO)O. Synergy scores: CSS=29.8, Synergy_ZIP=-1.28, Synergy_Bliss=-4.08, Synergy_Loewe=-33.4, Synergy_HSA=-4.18. Drug 2: CN1C2=C(C=C(C=C2)N(CCCl)CCCl)N=C1CCCC(=O)O.Cl. Cell line: RPMI-8226.